From a dataset of Forward reaction prediction with 1.9M reactions from USPTO patents (1976-2016). Predict the product of the given reaction. (1) Given the reactants [NH2:1][C:2]1[CH:3]=[C:4]2[C:8](=[CH:9][CH:10]=1)[CH2:7][N:6]([C:11]([C:13]1[CH:18]=[C:17]([CH:19]([CH3:21])[CH3:20])[C:16]([OH:22])=[CH:15][C:14]=1[OH:23])=[O:12])[CH2:5]2.[CH3:24][N:25]1[C:33]([CH2:34][CH2:35][CH2:36][C:37](O)=[O:38])=[N:32][C:31]2[CH:30]=[C:29]([N:40]([CH2:44][CH2:45][Cl:46])[CH2:41][CH2:42][Cl:43])[CH:28]=[CH:27][C:26]1=2.CN(C(ON1N=NC2C=CC=NC1=2)=[N+](C)C)C.F[P-](F)(F)(F)(F)F, predict the reaction product. The product is: [Cl:43][CH2:42][CH2:41][N:40]([CH2:44][CH2:45][Cl:46])[C:29]1[CH:28]=[CH:27][C:26]2[N:25]([CH3:24])[C:33]([CH2:34][CH2:35][CH2:36][C:37]([NH:1][C:2]3[CH:3]=[C:4]4[C:8](=[CH:9][CH:10]=3)[CH2:7][N:6]([C:11](=[O:12])[C:13]3[CH:18]=[C:17]([CH:19]([CH3:21])[CH3:20])[C:16]([OH:22])=[CH:15][C:14]=3[OH:23])[CH2:5]4)=[O:38])=[N:32][C:31]=2[CH:30]=1. (2) Given the reactants [Cl:1][C:2]1[N:7]=[C:6]([C:8]2[CH:13]=[CH:12][CH:11]=[CH:10][N:9]=2)[N:5]=[C:4]([NH:14][C@@H:15](C)[C:16]([F:19])([F:18])[F:17])[C:3]=1[C:21]1[C:26]([F:27])=[CH:25][C:24](F)=[CH:23][C:22]=1[F:29].[CH3:30][N:31]([CH3:36])[CH2:32][CH2:33][CH2:34][OH:35], predict the reaction product. The product is: [Cl:1][C:2]1[N:7]=[C:6]([C:8]2[CH:13]=[CH:12][CH:11]=[CH:10][N:9]=2)[N:5]=[C:4]([NH:14][CH2:15][C:16]([F:19])([F:18])[F:17])[C:3]=1[C:21]1[C:26]([F:27])=[CH:25][C:24]([O:35][CH2:34][CH2:33][CH2:32][N:31]([CH3:36])[CH3:30])=[CH:23][C:22]=1[F:29]. (3) The product is: [C:63]([NH:67][C:33]([C:32]1[CH:31]=[C:30]([C:27]2[CH:28]=[CH:29][C:19]3[O:18][C:17]([C:14]4[CH:15]=[CH:16][C:11]([F:10])=[CH:12][CH:13]=4)=[C:21]([C:22]([NH:23][CH3:24])=[O:25])[C:20]=3[CH:26]=2)[CH:38]=[CH:37][CH:36]=1)=[O:34])([CH3:66])([CH3:65])[CH3:64]. Given the reactants CCN(C(C)C)C(C)C.[F:10][C:11]1[CH:16]=[CH:15][C:14]([C:17]2[O:18][C:19]3[CH:29]=[CH:28][C:27]([C:30]4[CH:31]=[C:32]([CH:36]=[CH:37][CH:38]=4)[C:33](O)=[O:34])=[CH:26][C:20]=3[C:21]=2[C:22](=[O:25])[NH:23][CH3:24])=[CH:13][CH:12]=1.CN(C(ON1N=NC2C=CC=NC1=2)=[N+](C)C)C.F[P-](F)(F)(F)(F)F.[C:63]([NH2:67])([CH3:66])([CH3:65])[CH3:64], predict the reaction product. (4) Given the reactants [CH3:1][O:2][C:3]([C:5]1[C:13]([NH:14][C:15]2[CH:20]=[CH:19][CH:18]=[CH:17][C:16]=2[CH3:21])=[C:12]([F:22])[C:8]2[NH:9][CH:10]=[N:11][C:7]=2[CH:6]=1)=[O:4].C1COCC1.CO.C1C(=O)N([Br:37])C(=O)C1.CC1C=CC(S(O)(=O)=O)=CC=1.O, predict the reaction product. The product is: [CH3:1][O:2][C:3]([C:5]1[C:13]([NH:14][C:15]2[CH:20]=[CH:19][C:18]([Br:37])=[CH:17][C:16]=2[CH3:21])=[C:12]([F:22])[C:8]2[NH:9][CH:10]=[N:11][C:7]=2[CH:6]=1)=[O:4]. (5) Given the reactants S(=O)(=O)(O)O.[O-]S([O-])(=O)=O.[Mg+2].[Br:12][CH:13]([C:17]1[CH:22]=[CH:21][CH:20]=[CH:19][CH:18]=1)[C:14]([OH:16])=[O:15].[C:23](O)([CH3:26])([CH3:25])[CH3:24].C([O-])(O)=O.[Na+], predict the reaction product. The product is: [Br:12][CH:13]([C:17]1[CH:22]=[CH:21][CH:20]=[CH:19][CH:18]=1)[C:14]([O:16][C:23]([CH3:26])([CH3:25])[CH3:24])=[O:15]. (6) Given the reactants [NH:1]1[C:9]2[C:4](=[CH:5][CH:6]=[CH:7][CH:8]=2)[C:3]([CH2:10][CH2:11][C:12]([OH:14])=O)=[CH:2]1.C(N1C=CN=C1)(N1C=CN=C1)=O.[Cl:27][C:28]1[CH:29]=[C:30]2[C:39](=[CH:40][CH:41]=1)[C:38]([NH:42][CH2:43][CH2:44][CH2:45][CH2:46][CH2:47][CH2:48][CH2:49][CH2:50][NH2:51])=[C:37]1[C:32]([CH2:33][CH2:34][CH2:35][CH2:36]1)=[N:31]2, predict the reaction product. The product is: [Cl:27][C:28]1[CH:29]=[C:30]2[C:39](=[CH:40][CH:41]=1)[C:38]([NH:42][CH2:43][CH2:44][CH2:45][CH2:46][CH2:47][CH2:48][CH2:49][CH2:50][NH:51][C:12](=[O:14])[CH2:11][CH2:10][C:3]1[C:4]3[C:9](=[CH:8][CH:7]=[CH:6][CH:5]=3)[NH:1][CH:2]=1)=[C:37]1[C:32]([CH2:33][CH2:34][CH2:35][CH2:36]1)=[N:31]2. (7) Given the reactants CC(C)([O-])C.[K+].[C:7]([CH2:9][C:10]([NH2:12])=[O:11])#[N:8].[Cl:13][C:14]1[CH:30]=[CH:29][C:28]([Cl:31])=[CH:27][C:15]=1[O:16][C:17]1[CH:22]=[CH:21][C:20]([N:23]=[C:24]=[S:25])=[CH:19][C:18]=1[F:26].Cl, predict the reaction product. The product is: [C:7]([CH:9]([C:24](=[S:25])[NH:23][C:20]1[CH:21]=[CH:22][C:17]([O:16][C:15]2[CH:27]=[C:28]([Cl:31])[CH:29]=[CH:30][C:14]=2[Cl:13])=[C:18]([F:26])[CH:19]=1)[C:10]([NH2:12])=[O:11])#[N:8].